From a dataset of Reaction yield outcomes from USPTO patents with 853,638 reactions. Predict the reaction yield, written as a fraction of the theoretical maximum amount of product (1.0 means a 100% yield; for example, 0.34 means a 34% yield). The reactants are [Br:1][C:2]1[CH:3]=[C:4]2[C:15](=[CH:16][CH:17]=1)[O:14][C:7]1[C:8]([F:13])=[N:9][C:10]([Cl:12])=[CH:11][C:6]=1[C:5]2([CH3:19])O.Cl.O1CCOCC1.C([O-])([O-])=O.[K+].[K+]. The catalyst is C1COCC1. The product is [Br:1][C:2]1[CH:3]=[C:4]2[C:15](=[CH:16][CH:17]=1)[O:14][C:7]1[C:8]([F:13])=[N:9][C:10]([Cl:12])=[CH:11][C:6]=1[C:5]2=[CH2:19]. The yield is 0.696.